Dataset: Reaction yield outcomes from USPTO patents with 853,638 reactions. Task: Predict the reaction yield, written as a fraction of the theoretical maximum amount of product (1.0 means a 100% yield; for example, 0.34 means a 34% yield). (1) The reactants are [C:1]([O:5][C:6]([N:8]1[CH2:12][CH2:11][CH2:10][CH:9]1[C:13]1[NH:17][C:16]2[CH:18]=[C:19]([C:22]3[CH:27]=[CH:26][C:25]([C:28]4[CH:33]=[CH:32][C:31](B5OC(C)(C)C(C)(C)O5)=[CH:30][CH:29]=4)=[CH:24][CH:23]=3)[CH:20]=[CH:21][C:15]=2[N:14]=1)=[O:7])([CH3:4])([CH3:3])[CH3:2].[C:43]([O:47][C:48]([N:50]1[CH2:54][CH2:53][CH2:52][CH:51]1[C:55]1[N:56]([CH2:61][O:62][CH2:63][CH2:64][Si:65]([CH3:68])([CH3:67])[CH3:66])[C:57](Br)=[CH:58][N:59]=1)=[O:49])([CH3:46])([CH3:45])[CH3:44].C(=O)([O-])[O-].[K+].[K+]. The catalyst is COCCOC.O.C(OCC)(=O)C.C1C=CC([P]([Pd]([P](C2C=CC=CC=2)(C2C=CC=CC=2)C2C=CC=CC=2)([P](C2C=CC=CC=2)(C2C=CC=CC=2)C2C=CC=CC=2)[P](C2C=CC=CC=2)(C2C=CC=CC=2)C2C=CC=CC=2)(C2C=CC=CC=2)C2C=CC=CC=2)=CC=1.C1C=CC(P(C2C=CC=CC=2)[C-]2C=CC=C2)=CC=1.C1C=CC(P(C2C=CC=CC=2)[C-]2C=CC=C2)=CC=1.Cl[Pd]Cl.[Fe+2]. The product is [C:1]([O:5][C:6]([N:8]1[CH2:12][CH2:11][CH2:10][CH:9]1[C:13]1[NH:17][C:16]2[CH:18]=[C:19]([C:22]3[CH:23]=[CH:24][C:25]([C:28]4[CH:29]=[CH:30][C:31]([C:57]5[N:56]([CH2:61][O:62][CH2:63][CH2:64][Si:65]([CH3:68])([CH3:67])[CH3:66])[C:55]([CH:51]6[CH2:52][CH2:53][CH2:54][N:50]6[C:48]([O:47][C:43]([CH3:46])([CH3:45])[CH3:44])=[O:49])=[N:59][CH:58]=5)=[CH:32][CH:33]=4)=[CH:26][CH:27]=3)[CH:20]=[CH:21][C:15]=2[N:14]=1)=[O:7])([CH3:4])([CH3:2])[CH3:3]. The yield is 0.250. (2) The reactants are [F:1][C:2]([F:40])([F:39])[C:3]1[CH:38]=[CH:37][C:6]([CH2:7][N:8]2[CH2:36][CH2:35][C:11]3[NH:12][C:13]4[CH:14]=[CH:15][C:16]([C:19]([NH:21][CH:22]5[CH2:27][CH2:26][N:25](C(OC(C)(C)C)=O)[CH2:24][CH2:23]5)=[O:20])=[CH:17][C:18]=4[C:10]=3[CH2:9]2)=[CH:5][CH:4]=1.[ClH:41].O1CCOCC1. No catalyst specified. The product is [ClH:41].[ClH:41].[F:40][C:2]([F:1])([F:39])[C:3]1[CH:38]=[CH:37][C:6]([CH2:7][N:8]2[CH2:36][CH2:35][C:11]3[NH:12][C:13]4[CH:14]=[CH:15][C:16]([C:19]([NH:21][CH:22]5[CH2:27][CH2:26][NH:25][CH2:24][CH2:23]5)=[O:20])=[CH:17][C:18]=4[C:10]=3[CH2:9]2)=[CH:5][CH:4]=1. The yield is 1.00. (3) The reactants are [C:1]1([C@:11]23[CH2:16][CH:15]2[CH2:14][O:13][C:12]3=[O:17])[C:10]2[C:5](=[CH:6][CH:7]=[CH:8][CH:9]=2)[CH:4]=[CH:3][CH:2]=1.ClCCl. The catalyst is O1CCCC1. The product is [C:1]1([C@:11]2([CH2:12][OH:17])[CH2:16][CH:15]2[CH2:14][OH:13])[C:10]2[C:5](=[CH:6][CH:7]=[CH:8][CH:9]=2)[CH:4]=[CH:3][CH:2]=1. The yield is 0.985. (4) The reactants are C(OC(=O)[NH:7][C@H:8]1[CH2:13][CH2:12][C@H:11]([CH2:14][CH2:15][N:16]2[CH2:21][CH2:20][N:19]([C:22]3[C:27]4[CH:28]=[CH:29][S:30][C:26]=4[CH:25]=[CH:24][N:23]=3)[CH2:18][CH2:17]2)[CH2:10][CH2:9]1)(C)(C)C.[ClH:32].CCOC(C)=O. The catalyst is CO. The product is [ClH:32].[ClH:32].[ClH:32].[S:30]1[C:26]2[CH:25]=[CH:24][N:23]=[C:22]([N:19]3[CH2:20][CH2:21][N:16]([CH2:15][CH2:14][C@H:11]4[CH2:12][CH2:13][C@H:8]([NH2:7])[CH2:9][CH2:10]4)[CH2:17][CH2:18]3)[C:27]=2[CH:28]=[CH:29]1. The yield is 0.940. (5) The reactants are [CH2:1]([C:3]1[CH:9]=[CH:8][C:6]([NH2:7])=[CH:5][CH:4]=1)[CH3:2].S(=O)(=O)(O)O.[N+:15]([O-])([OH:17])=[O:16]. No catalyst specified. The product is [CH2:1]([C:3]1[CH:9]=[CH:8][C:6]([NH2:7])=[CH:5][C:4]=1[N+:15]([O-:17])=[O:16])[CH3:2]. The yield is 0.730. (6) The reactants are [CH3:1][C:2]1[CH:3]=[C:4]([SH:8])[CH:5]=[CH:6][CH:7]=1.[Cl:9][C:10]1[C:15](Cl)=[CH:14][C:13]([NH2:17])=[C:12]([N+:18]([O-:20])=[O:19])[CH:11]=1.C(=O)([O-])[O-].[K+].[K+].CN(C=O)C. The catalyst is CCOC(C)=O. The product is [Cl:9][C:10]1[C:15]([S:8][C:4]2[CH:3]=[C:2]([CH3:1])[CH:7]=[CH:6][CH:5]=2)=[CH:14][C:13]([NH2:17])=[C:12]([N+:18]([O-:20])=[O:19])[CH:11]=1. The yield is 0.810. (7) The catalyst is O1CCCC1.[NH4+].[Cl-]. The product is [Cl:19][C:20]1[CH:25]=[CH:24][C:23]([C:16]2([OH:17])[C:6]3[CH:7]=[C:8]([C:10]4[CH:15]=[CH:14][N:13]=[CH:12][CH:11]=4)[S:9][C:5]=3[CH2:4][CH2:3][C:2]2([CH3:18])[CH3:1])=[CH:22][CH:21]=1. The reactants are [CH3:1][C:2]1([CH3:18])[C:16](=[O:17])[C:6]2[CH:7]=[C:8]([C:10]3[CH:15]=[CH:14][N:13]=[CH:12][CH:11]=3)[S:9][C:5]=2[CH2:4][CH2:3]1.[Cl:19][C:20]1[CH:25]=[CH:24][C:23]([Mg]Br)=[CH:22][CH:21]=1.CCOCC. The yield is 0.970.